This data is from Full USPTO retrosynthesis dataset with 1.9M reactions from patents (1976-2016). The task is: Predict the reactants needed to synthesize the given product. Given the product [N+:1]([C:4]1[CH:5]=[C:6]([C:10]2[C:11]3[C:18]([C:19]4[O:20][CH:41]=[N:40][CH:39]=4)=[CH:17][N:16]([CH2:21][O:22][CH2:23][CH2:24][Si:25]([CH3:28])([CH3:27])[CH3:26])[C:12]=3[N:13]=[CH:14][N:15]=2)[CH:7]=[CH:8][CH:9]=1)([O-:3])=[O:2], predict the reactants needed to synthesize it. The reactants are: [N+:1]([C:4]1[CH:5]=[C:6]([C:10]2[C:11]3[C:18]([CH:19]=[O:20])=[CH:17][N:16]([CH2:21][O:22][CH2:23][CH2:24][Si:25]([CH3:28])([CH3:27])[CH3:26])[C:12]=3[N:13]=[CH:14][N:15]=2)[CH:7]=[CH:8][CH:9]=1)([O-:3])=[O:2].CC1C=CC(S([CH2:39][N+:40]#[C-:41])(=O)=O)=CC=1.[OH-].[K+].Cl.